This data is from Reaction yield outcomes from USPTO patents with 853,638 reactions. The task is: Predict the reaction yield, written as a fraction of the theoretical maximum amount of product (1.0 means a 100% yield; for example, 0.34 means a 34% yield). (1) The reactants are [NH2:1][C:2]1[CH:6]=[C:5]([CH:7]2[CH2:12][CH2:11][C:10]3([C:20]4[C:15](=[CH:16][CH:17]=[N:18][CH:19]=4)[C:14](=[O:21])[O:13]3)[CH2:9][CH2:8]2)[NH:4][N:3]=1.[CH2:22](Cl)[C:23]([C:25]1[CH:30]=[CH:29][CH:28]=[CH:27][CH:26]=1)=[O:24].C(=O)([O-])[O-].[K+].[K+].C(OCC)(=O)C. The catalyst is CN(C)C=O. The product is [NH2:1][C:2]1[N:3]([CH2:22][C:23]([C:25]2[CH:30]=[CH:29][CH:28]=[CH:27][CH:26]=2)=[O:24])[N:4]=[C:5]([CH:7]2[CH2:12][CH2:11][C:10]3([C:20]4[C:15](=[CH:16][CH:17]=[N:18][CH:19]=4)[C:14](=[O:21])[O:13]3)[CH2:9][CH2:8]2)[CH:6]=1. The yield is 0.104. (2) The reactants are [CH2:1]([N:3]([CH2:37][CH3:38])[CH2:4][CH2:5][CH2:6][NH:7][C:8]1[N:9]=[C:10]([C:27]2[CH:28]=[C:29]([CH:33]=[CH:34][C:35]=2[CH3:36])[C:30]([OH:32])=O)[C:11]2[CH:17]=[CH:16][C:15](=[O:18])[N:14]([C:19]3[C:24]([F:25])=[CH:23][CH:22]=[CH:21][C:20]=3[F:26])[C:12]=2[N:13]=1)[CH3:2].CN(C(ON1N=NC2C=CC=CC1=2)=[N+](C)C)C.F[P-](F)(F)(F)(F)F.C(N(CC)CC)C.Cl.[NH2:71][CH2:72][CH2:73][C:74]#[N:75]. The catalyst is CN(C=O)C. The product is [C:72]([CH2:73][CH2:74][NH:75][C:30](=[O:32])[C:29]1[CH:33]=[CH:34][C:35]([CH3:36])=[C:27]([C:10]2[C:11]3[CH:17]=[CH:16][C:15](=[O:18])[N:14]([C:19]4[C:24]([F:25])=[CH:23][CH:22]=[CH:21][C:20]=4[F:26])[C:12]=3[N:13]=[C:8]([NH:7][CH2:6][CH2:5][CH2:4][N:3]([CH2:1][CH3:2])[CH2:37][CH3:38])[N:9]=2)[CH:28]=1)#[N:71]. The yield is 0.210. (3) The reactants are [OH-].[Li+].C([O:5][C:6]([CH:8]1[CH2:13][NH:12][C:11]2[CH:14]=[C:15]([Cl:20])[C:16]([O:18][CH3:19])=[CH:17][C:10]=2[O:9]1)=[O:7])C. The catalyst is C1COCC1.O. The product is [Cl:20][C:15]1[C:16]([O:18][CH3:19])=[CH:17][C:10]2[O:9][CH:8]([C:6]([OH:7])=[O:5])[CH2:13][NH:12][C:11]=2[CH:14]=1. The yield is 0.830. (4) The reactants are C1COCC1.[S:6]1[CH:10]=[CH:9][C:8]2[C:11]([N:15]3[CH2:20][CH2:19][N:18]([CH2:21][CH2:22][CH2:23][O:24][C:25]4[N:29]([CH3:30])[N:28]=[C:27]([CH2:31][O:32][Si](C(C)(C)C)(C)C)[CH:26]=4)[CH2:17][CH2:16]3)=[CH:12][CH:13]=[CH:14][C:7]1=2.[F-].C([N+](CCCC)(CCCC)CCCC)CCC. The catalyst is C(OCC)(=O)C. The product is [S:6]1[CH:10]=[CH:9][C:8]2[C:11]([N:15]3[CH2:16][CH2:17][N:18]([CH2:21][CH2:22][CH2:23][O:24][C:25]4[N:29]([CH3:30])[N:28]=[C:27]([CH2:31][OH:32])[CH:26]=4)[CH2:19][CH2:20]3)=[CH:12][CH:13]=[CH:14][C:7]1=2. The yield is 0.790. (5) The reactants are [N+:1]([C:4]1[CH:5]=[C:6](O)[CH:7]=[CH:8][CH:9]=1)([O-:3])=[O:2].ClC[C:13]1[O:17][C:16]([C:18]([O:20][CH3:21])=[O:19])=[CH:15][CH:14]=1.[C:22]([O-])([O-])=[O:23].[K+].[K+]. The catalyst is CC(C)=O.O. The product is [N+:1]([C:4]1[CH:5]=[CH:6][C:7]([O:23][CH2:22][C:14]2[CH:15]=[C:16]([C:18]([O:20][CH3:21])=[O:19])[O:17][CH:13]=2)=[CH:8][CH:9]=1)([O-:3])=[O:2]. The yield is 0.900. (6) The reactants are [N:1]1[CH:6]=[CH:5][CH:4]=[C:3]([C:7]2[CH:8]=[C:9]3[C:15]([C:16]4[N:21]=[C:20]([N:22]5[CH2:28][CH2:27][CH2:26][C@H:25]([NH:29]C(=O)OCC6C=CC=CC=6)[CH2:24][CH2:23]5)[CH:19]=[CH:18][CH:17]=4)=[N:14][N:13](C4CCCCO4)[C:10]3=[CH:11][N:12]=2)[CH:2]=1.Cl. The catalyst is O. The product is [N:1]1[CH:6]=[CH:5][CH:4]=[C:3]([C:7]2[CH:8]=[C:9]3[C:15]([C:16]4[N:21]=[C:20]([N:22]5[CH2:28][CH2:27][CH2:26][C@H:25]([NH2:29])[CH2:24][CH2:23]5)[CH:19]=[CH:18][CH:17]=4)=[N:14][NH:13][C:10]3=[CH:11][N:12]=2)[CH:2]=1. The yield is 0.110.